This data is from Forward reaction prediction with 1.9M reactions from USPTO patents (1976-2016). The task is: Predict the product of the given reaction. (1) Given the reactants [C:1]([OH:9])(=O)[C:2]1[CH:7]=[CH:6][N:5]=[CH:4][CH:3]=1.Cl.[NH2:11][CH2:12][C:13]#[N:14].O.N1(O)C2C=CC=CC=2N=N1.Cl.C(N=C=NCCCN(C)C)C.C(N(C(C)C)C(C)C)C.ClCCl, predict the reaction product. The product is: [C:12]([CH2:13][NH:14][C:1](=[O:9])[C:2]1[CH:3]=[CH:4][N:5]=[CH:6][CH:7]=1)#[N:11]. (2) Given the reactants Br[C:2]1[CH:7]=[CH:6][C:5]([O:8][CH3:9])=[CH:4][C:3]=1[C:10](=[O:12])[CH3:11].[Cl:13][C:14]1[CH:19]=[CH:18][C:17](B(O)O)=[CH:16][CH:15]=1, predict the reaction product. The product is: [Cl:13][C:14]1[CH:19]=[CH:18][C:17]([C:2]2[CH:7]=[CH:6][C:5]([O:8][CH3:9])=[CH:4][C:3]=2[C:10](=[O:12])[CH3:11])=[CH:16][CH:15]=1. (3) Given the reactants C(OC([N:8]1[CH2:12][CH2:11][CH2:10][C@H:9]1[C@H:13]([C:33]1[CH:38]=[CH:37][C:36]([C:39]([F:42])([F:41])[F:40])=[C:35]([F:43])[CH:34]=1)[C:14]([N:16]1[CH2:21][CH2:20][N:19]([C:22]2[C:23]3[C@H:30]([CH3:31])[CH2:29][C@@H:28]([OH:32])[C:24]=3[N:25]=[CH:26][N:27]=2)[CH2:18][CH2:17]1)=[O:15])=O)(C)(C)C.[F:43][C:35]1[CH:34]=[C:33]([C@@H:13]([C@@H:9]2[CH2:10][CH2:11][CH2:12][NH:8]2)[C:14]([N:16]2[CH2:17][CH2:18][N:19]([C:22]3[C:23]4[C@H:30]([CH3:31])[CH2:29][C@@H:28]([OH:32])[C:24]=4[N:25]=[CH:26][N:27]=3)[CH2:20][CH2:21]2)=[O:15])[CH:38]=[CH:37][C:36]=1[C:39]([F:40])([F:42])[F:41].CO.Cl.O1CCOCC1, predict the reaction product. The product is: [F:43][C:35]1[CH:34]=[C:33]([C@@H:13]([C@@H:9]2[CH2:10][CH2:11][CH2:12][NH:8]2)[C:14]([N:16]2[CH2:17][CH2:18][N:19]([C:22]3[C:23]4[C@H:30]([CH3:31])[CH2:29][C@@H:28]([OH:32])[C:24]=4[N:25]=[CH:26][N:27]=3)[CH2:20][CH2:21]2)=[O:15])[CH:38]=[CH:37][C:36]=1[C:39]([F:41])([F:40])[F:42]. (4) Given the reactants [Cl:1][C:2]1[CH:7]=[CH:6][C:5]([C@H:8]2[C@H:10]([CH3:11])[C@H:9]2[C:12]([O:14]CC)=[O:13])=[CH:4][CH:3]=1.[OH-].[K+], predict the reaction product. The product is: [Cl:1][C:2]1[CH:3]=[CH:4][C:5]([CH:8]2[CH:10]([CH3:11])[CH:9]2[C:12]([OH:14])=[O:13])=[CH:6][CH:7]=1. (5) The product is: [Br:1][C:2]1[CH:3]=[C:4]([CH3:12])[C:5]([NH:9][C:10]([NH:13][C:14]2[CH:15]=[C:16]([C:34]3[CH:35]=[CH:36][C:37]([O:40][CH3:41])=[CH:38][CH:39]=3)[CH:17]=[CH:18][C:19]=2[C:20]([NH:22][C@H:23]([C:31]([O:33][CH3:43])=[O:32])[C@@H:24]([CH3:30])[O:25][C:26]([CH3:28])([CH3:29])[CH3:27])=[O:21])=[O:11])=[C:6]([CH3:8])[CH:7]=1. Given the reactants [Br:1][C:2]1[CH:3]=[C:4]([CH3:12])[C:5]([N:9]=[C:10]=[O:11])=[C:6]([CH3:8])[CH:7]=1.[NH2:13][C:14]1[CH:15]=[C:16]([C:34]2[CH:39]=[CH:38][C:37]([O:40][CH3:41])=[CH:36][CH:35]=2)[CH:17]=[CH:18][C:19]=1[C:20]([NH:22][C@H:23]([C:31]([O-:33])=[O:32])[C@@H:24]([CH3:30])[O:25][C:26]([CH3:29])([CH3:28])[CH3:27])=[O:21].N1C=CC=C[CH:43]=1, predict the reaction product. (6) The product is: [CH3:1][O:2][C:3](=[O:16])[C:4]1[CH:5]=[C:6]([C:22]#[C:21][Si:18]([CH3:20])([CH3:19])[CH3:17])[CH:7]=[CH:8][C:9]=1[O:10][C:11]([F:14])([F:13])[F:12]. Given the reactants [CH3:1][O:2][C:3](=[O:16])[C:4]1[C:9]([O:10][C:11]([F:14])([F:13])[F:12])=[CH:8][CH:7]=[C:6](Br)[CH:5]=1.[CH3:17][Si:18]([C:21]#[CH:22])([CH3:20])[CH3:19].C1(P(C2C=CC=CC=2)C2C=CC=CC=2)C=CC=CC=1, predict the reaction product.